The task is: Regression. Given a peptide amino acid sequence and an MHC pseudo amino acid sequence, predict their binding affinity value. This is MHC class I binding data.. This data is from Peptide-MHC class I binding affinity with 185,985 pairs from IEDB/IMGT. The peptide sequence is DFKGKTVWF. The MHC is HLA-A23:01 with pseudo-sequence HLA-A23:01. The binding affinity (normalized) is 0.115.